Dataset: Full USPTO retrosynthesis dataset with 1.9M reactions from patents (1976-2016). Task: Predict the reactants needed to synthesize the given product. (1) Given the product [CH3:1][S:2][C:3]1[N:8]=[C:7]([C:9]2[S:13][C:12]([S:14]([NH:18][C:19]3[CH:20]=[C:21]([CH:25]=[CH:26][CH:27]=3)[C:22]([OH:24])=[O:23])(=[O:16])=[O:15])=[CH:11][CH:10]=2)[CH:6]=[CH:5][N:4]=1, predict the reactants needed to synthesize it. The reactants are: [CH3:1][S:2][C:3]1[N:8]=[C:7]([C:9]2[S:13][C:12]([S:14](Cl)(=[O:16])=[O:15])=[CH:11][CH:10]=2)[CH:6]=[CH:5][N:4]=1.[NH2:18][C:19]1[CH:20]=[C:21]([CH:25]=[CH:26][CH:27]=1)[C:22]([OH:24])=[O:23]. (2) Given the product [F:1][CH:2]([F:16])[O:3][C:4]1[CH:5]=[C:6]([CH:9]=[CH:10][C:11]=1[O:12][CH:13]([F:15])[F:14])[CH2:7][NH:23][S:21]([C:18]([CH3:20])([CH3:19])[CH3:17])=[O:22], predict the reactants needed to synthesize it. The reactants are: [F:1][CH:2]([F:16])[O:3][C:4]1[CH:5]=[C:6]([CH:9]=[CH:10][C:11]=1[O:12][CH:13]([F:15])[F:14])[CH:7]=O.[CH3:17][C:18]([S:21]([NH2:23])=[O:22])([CH3:20])[CH3:19].[BH4-].[Na+].CO. (3) Given the product [Cl:1][C:2]1[CH:14]=[N:13][C:5]2[NH:6][C:7]3[CH2:12][CH2:11][N:10]([CH2:20][C:19]4[CH:22]=[CH:23][CH:24]=[C:17]([O:16][CH3:15])[CH:18]=4)[CH2:9][C:8]=3[C:4]=2[CH:3]=1, predict the reactants needed to synthesize it. The reactants are: [Cl:1][C:2]1[CH:14]=[N:13][C:5]2[NH:6][C:7]3[CH2:12][CH2:11][NH:10][CH2:9][C:8]=3[C:4]=2[CH:3]=1.[CH3:15][O:16][C:17]1[CH:18]=[C:19]([CH:22]=[CH:23][CH:24]=1)[CH2:20]Br.C([O-])([O-])=O.[K+].[K+]. (4) Given the product [Br:1][C:2]1[CH:14]=[CH:13][C:5]([O:6][C@@H:7]2[CH2:11][N:10]([CH3:19])[CH2:9][C@H:8]2[OH:12])=[C:4]([O:15][CH3:16])[CH:3]=1, predict the reactants needed to synthesize it. The reactants are: [Br:1][C:2]1[CH:14]=[CH:13][C:5]([O:6][CH:7]2[CH2:11][NH:10][CH2:9][CH:8]2[OH:12])=[C:4]([O:15][CH3:16])[CH:3]=1.C=O.[C:19](O[BH-](OC(=O)C)OC(=O)C)(=O)C.[Na+].C(O)(=O)C.